From a dataset of Reaction yield outcomes from USPTO patents with 853,638 reactions. Predict the reaction yield, written as a fraction of the theoretical maximum amount of product (1.0 means a 100% yield; for example, 0.34 means a 34% yield). (1) The catalyst is N1C=CC=CC=1. The product is [C:23]([O:22][C:20]([N:17]1[CH2:16][CH2:15][N:14]([C:9]2[CH:8]=[CH:7][C:6]3[C:11](=[CH:12][CH:13]=[C:4]([C:1]([CH3:2])=[C:28]([C:27]#[N:31])[C:29]#[N:30])[CH:5]=3)[CH:10]=2)[CH2:19][CH2:18]1)=[O:21])([CH3:24])([CH3:25])[CH3:26]. The reactants are [C:1]([C:4]1[CH:5]=[C:6]2[C:11](=[CH:12][CH:13]=1)[CH:10]=[C:9]([N:14]1[CH2:19][CH2:18][N:17]([C:20]([O:22][C:23]([CH3:26])([CH3:25])[CH3:24])=[O:21])[CH2:16][CH2:15]1)[CH:8]=[CH:7]2)(=O)[CH3:2].[C:27](#[N:31])[CH2:28][C:29]#[N:30]. The yield is 0.770. (2) The reactants are [H-].[Na+].[C:3]([C:5]1[CH:6]=[C:7]([CH:12]=[CH:13][C:14]=1[OH:15])[C:8]([O:10][CH3:11])=[O:9])#[N:4].BrCCO[Si]([C:23](C)([CH3:25])[CH3:24])(C)C. The catalyst is CN(C=O)C.CCOC(C)=O. The product is [C:3]([C:5]1[CH:6]=[C:7]([CH:12]=[CH:13][C:14]=1[O:15][CH:23]([CH3:25])[CH3:24])[C:8]([O:10][CH3:11])=[O:9])#[N:4]. The yield is 0.410. (3) The reactants are Br[C:2]1[C:7]([C:8]([F:11])([F:10])[F:9])=[CH:6][C:5]([NH:12][C:13]2[N:17]=[C:16]([NH2:18])[NH:15][N:14]=2)=[CH:4][C:3]=1[Cl:19].[CH:20]1([CH2:23][S:24]([C:27]2[CH:32]=[CH:31][C:30](B(O)O)=[CH:29][CH:28]=2)(=[O:26])=[O:25])[CH2:22][CH2:21]1.C([O-])([O-])=O.[K+].[K+].COCCOC. The catalyst is C1C=CC([P]([Pd]([P](C2C=CC=CC=2)(C2C=CC=CC=2)C2C=CC=CC=2)([P](C2C=CC=CC=2)(C2C=CC=CC=2)C2C=CC=CC=2)[P](C2C=CC=CC=2)(C2C=CC=CC=2)C2C=CC=CC=2)(C2C=CC=CC=2)C2C=CC=CC=2)=CC=1.O.O1CCOCC1. The product is [Cl:19][C:3]1[C:2]([C:30]2[CH:29]=[CH:28][C:27]([S:24]([CH2:23][CH:20]3[CH2:21][CH2:22]3)(=[O:26])=[O:25])=[CH:32][CH:31]=2)=[C:7]([C:8]([F:11])([F:10])[F:9])[CH:6]=[C:5]([NH:12][C:13]2[N:17]=[C:16]([NH2:18])[NH:15][N:14]=2)[CH:4]=1. The yield is 0.190.